From a dataset of Full USPTO retrosynthesis dataset with 1.9M reactions from patents (1976-2016). Predict the reactants needed to synthesize the given product. (1) Given the product [NH2:20][CH2:19][CH2:18][CH2:17][O:16][C:11]1[CH:10]=[C:9]([CH:14]=[C:13]([OH:15])[CH:12]=1)[C:8]([NH:7][CH2:6][C@H:5]([NH:22][C:23]([C:25]1[C:30]([CH3:31])=[N:29][C:28]([NH:32][CH2:33][CH2:34][CH2:35][C:36]2[CH:41]=[CH:40][CH:39]=[C:38]([OH:42])[CH:37]=2)=[N:27][C:26]=1[CH3:43])=[O:24])[C:4]([OH:44])=[O:3])=[O:21], predict the reactants needed to synthesize it. The reactants are: Cl.C[O:3][C:4](=[O:44])[C@@H:5]([NH:22][C:23]([C:25]1[C:26]([CH3:43])=[N:27][C:28]([NH:32][CH2:33][CH2:34][CH2:35][C:36]2[CH:41]=[CH:40][CH:39]=[C:38]([OH:42])[CH:37]=2)=[N:29][C:30]=1[CH3:31])=[O:24])[CH2:6][NH:7][C:8](=[O:21])[C:9]1[CH:14]=[C:13]([OH:15])[CH:12]=[C:11]([O:16][CH2:17][CH2:18][CH2:19][NH2:20])[CH:10]=1.[OH-].[Na+].Cl. (2) Given the product [N:56]1[CH:61]=[CH:60][CH:59]=[N:58][C:57]=1[N:62]1[CH2:67][CH2:66][N:65]([C:19]([C@H:16]2[CH2:15][CH2:14][C@H:13]([CH2:12][N:11]3[C:10](=[O:22])[C:9]4[C:4](=[CH:5][CH:6]=[CH:7][CH:8]=4)[NH:3][C:2]3=[O:1])[CH2:18][CH2:17]2)=[O:20])[CH2:64][CH2:63]1, predict the reactants needed to synthesize it. The reactants are: [O:1]=[C:2]1[N:11]([CH2:12][C@H:13]2[CH2:18][CH2:17][C@H:16]([C:19](O)=[O:20])[CH2:15][CH2:14]2)[C:10](=[O:22])[C:9]2[C:4](=[CH:5][CH:6]=[CH:7][CH:8]=2)[NH:3]1.C(N(C(C)C)CC)(C)C.CN(C(ON1N=NC2C=CC=NC1=2)=[N+](C)C)C.F[P-](F)(F)(F)(F)F.[N:56]1[CH:61]=[CH:60][CH:59]=[N:58][C:57]=1[N:62]1[CH2:67][CH2:66][NH:65][CH2:64][CH2:63]1.